Dataset: Retrosynthesis with 50K atom-mapped reactions and 10 reaction types from USPTO. Task: Predict the reactants needed to synthesize the given product. (1) Given the product COC(=O)/C=C/CCCN(C(=O)OC(C)(C)C)c1cc(OCc2ccccc2)c2ccccc2c1I, predict the reactants needed to synthesize it. The reactants are: CC(C)(C)OC(=O)N(CCCC=O)c1cc(OCc2ccccc2)c2ccccc2c1I.COC(=O)C=P(c1ccccc1)(c1ccccc1)c1ccccc1. (2) Given the product Cc1nc(NC(=O)CCN2CCOCC2)sc1-c1ccnc(Nc2ccc(F)cc2)n1, predict the reactants needed to synthesize it. The reactants are: C1COCCN1.Cc1nc(NC(=O)CCBr)sc1-c1ccnc(Nc2ccc(F)cc2)n1. (3) Given the product CCOC(=O)CN(C(=O)Cc1ccc(OCc2ccccc2)cc1)c1ccc(S(C)=O)cc1, predict the reactants needed to synthesize it. The reactants are: CCOC(=O)CN(C(=O)Cc1ccc(OCc2ccccc2)cc1)c1ccc(SC)cc1.O=C([O-])O.